This data is from Forward reaction prediction with 1.9M reactions from USPTO patents (1976-2016). The task is: Predict the product of the given reaction. (1) Given the reactants [F:1][CH2:2][C:3]1([C:14]([O:16][CH2:17][CH3:18])=[O:15])[CH2:8][CH2:7][C:6]([O:9][Si](C)(C)C)=[CH:5][CH2:4]1.Cl, predict the reaction product. The product is: [F:1][CH2:2][C:3]1([C:14]([O:16][CH2:17][CH3:18])=[O:15])[CH2:4][CH2:5][C:6](=[O:9])[CH2:7][CH2:8]1. (2) Given the reactants Cl[C:2]1[CH:17]=[C:16]([CH:18]([CH3:20])[CH3:19])[C:5]([C:6]([NH:8][CH2:9][CH:10]2[CH2:15][CH2:14][O:13][CH2:12][CH2:11]2)=[O:7])=[CH:4][N:3]=1.[Cl:21][C:22]1[CH:28]=[C:27]([O:29][C:30]([F:33])([F:32])[F:31])[CH:26]=[CH:25][C:23]=1[NH2:24], predict the reaction product. The product is: [Cl:21][C:22]1[CH:28]=[C:27]([O:29][C:30]([F:32])([F:33])[F:31])[CH:26]=[CH:25][C:23]=1[NH:24][C:2]1[CH:17]=[C:16]([CH:18]([CH3:20])[CH3:19])[C:5]([C:6]([NH:8][CH2:9][CH:10]2[CH2:15][CH2:14][O:13][CH2:12][CH2:11]2)=[O:7])=[CH:4][N:3]=1. (3) Given the reactants [CH3:1][N:2]1[CH:6]=[C:5]([C:7]2[CH:8]=[N:9][C:10]3[C:15]([CH:16]=2)=[CH:14][C:13]([CH2:17][C:18]2[N:22]4[N:23]=[C:24]([C:27](=O)[CH3:28])[CH:25]=[CH:26][C:21]4=[N:20][N:19]=2)=[CH:12][CH:11]=3)[CH:4]=[N:3]1.Cl.[CH3:31][O:32][NH2:33].Cl, predict the reaction product. The product is: [CH3:31][O:32][N:33]=[C:27]([C:24]1[CH:25]=[CH:26][C:21]2[N:22]([C:18]([CH2:17][C:13]3[CH:14]=[C:15]4[C:10](=[CH:11][CH:12]=3)[N:9]=[CH:8][C:7]([C:5]3[CH:4]=[N:3][N:2]([CH3:1])[CH:6]=3)=[CH:16]4)=[N:19][N:20]=2)[N:23]=1)[CH3:28]. (4) Given the reactants [Cl:1][C:2]1[N:7]=[C:6]([C:8]([NH2:10])=O)[CH:5]=[CH:4][C:3]=1[O:11][CH2:12][O:13][CH3:14].CC[N+](S(N=C(OC)[O-])(=O)=O)(CC)CC, predict the reaction product. The product is: [Cl:1][C:2]1[N:7]=[C:6]([C:8]#[N:10])[CH:5]=[CH:4][C:3]=1[O:11][CH2:12][O:13][CH3:14]. (5) Given the reactants [CH3:1][O:2][C:3](=[O:15])[CH2:4][C:5]1[O:9][C:8]([CH3:10])=[N:7][C:6]=1[C:11]([O:13]C)=O.[H-].[Na+].[F:18][C:19]1[CH:28]=[C:27]([I:29])[CH:26]=[CH:25][C:20]=1[N:21]=[C:22]=[N:23][CH3:24].[NH4+].[Cl-], predict the reaction product. The product is: [F:18][C:19]1[CH:28]=[C:27]([I:29])[CH:26]=[CH:25][C:20]=1[NH:21][C:22]1[N:23]([CH3:24])[C:11](=[O:13])[C:6]2[N:7]=[C:8]([CH3:10])[O:9][C:5]=2[C:4]=1[C:3]([O:2][CH3:1])=[O:15]. (6) Given the reactants [C:1]1([C:7]2[C:16]3[C:11](=[CH:12][CH:13]=[CH:14][CH:15]=3)[CH2:10][CH2:9][N:8]=2)[CH:6]=[CH:5][CH:4]=[CH:3][CH:2]=1.[CH3:17][O:18][C:19]1[CH:20]=[C:21]([CH:27]=[C:28]([O:30][CH3:31])[CH:29]=1)[O:22][CH2:23][C:24](O)=[O:25].C(N(CC)CC)C.O=C1N(P(Cl)(N2CCOC2=O)=O)CCO1, predict the reaction product. The product is: [CH3:17][O:18][C:19]1[CH:20]=[C:21]([CH:27]=[C:28]([O:30][CH3:31])[CH:29]=1)[O:22][C@H:23]1[C@:7]2([C:1]3[CH:2]=[CH:3][CH:4]=[CH:5][CH:6]=3)[C:16]3[C:11]([CH2:10][CH2:9][N:8]2[C:24]1=[O:25])=[CH:12][CH:13]=[CH:14][CH:15]=3.